Dataset: Catalyst prediction with 721,799 reactions and 888 catalyst types from USPTO. Task: Predict which catalyst facilitates the given reaction. (1) The catalyst class is: 310. Product: [CH:24]([N:6]([CH2:7][C:8]1[N:19]=[C:18]2[C:11]([N:12]=[C:13]([NH:15][C:16]2=[O:17])[NH2:14])=[N:10][CH:9]=1)[C:5]1[CH:20]=[CH:21][C:2]([C:1]([OH:23])=[O:22])=[CH:3][CH:4]=1)=[O:25]. Reactant: [C:1]([OH:23])(=[O:22])[C:2]1[CH:21]=[CH:20][C:5]([NH:6][CH2:7][C:8]2[N:19]=[C:18]3[C:11]([N:12]=[C:13]([NH:15][C:16]3=[O:17])[NH2:14])=[N:10][CH:9]=2)=[CH:4][CH:3]=1.[CH:24](O)=[O:25]. (2) Reactant: Br[C:2]1[C:11]2[C:6](=[CH:7][CH:8]=[CH:9][CH:10]=2)[C:5]([NH2:12])=[CH:4][CH:3]=1.[C:13]([O:17][C:18]([N:20]1[CH2:25][CH2:24][C:23](B2OC(C)(C)C(C)(C)O2)=[CH:22][CH2:21]1)=[O:19])([CH3:16])([CH3:15])[CH3:14].C([O-])([O-])=O.[Na+].[Na+]. Product: [C:13]([O:17][C:18]([N:20]1[CH2:25][CH2:24][C:23]([C:2]2[C:11]3[C:6](=[CH:7][CH:8]=[CH:9][CH:10]=3)[C:5]([NH2:12])=[CH:4][CH:3]=2)=[CH:22][CH2:21]1)=[O:19])([CH3:16])([CH3:14])[CH3:15]. The catalyst class is: 339. (3) Reactant: [CH2:1]([O:8][C:9]([N:11]1[CH2:16][CH2:15][CH2:14][CH:13]([CH2:17][NH:18][C:19]2[C:24]([C:25](O)=[O:26])=[CH:23][N:22]=[C:21](Cl)[N:20]=2)[CH2:12]1)=[O:10])[C:2]1[CH:7]=[CH:6][CH:5]=[CH:4][CH:3]=1.[CH:29]1[CH:34]=[C:33]2[N:35]=[N:36][N:37]([OH:38])[C:32]2=[CH:31][CH:30]=1.O.C(Cl)CCl.[NH3:44]. Product: [N:37]1([O:38][C:21]2[N:20]=[C:19]([NH:18][CH2:17][CH:13]3[CH2:14][CH2:15][CH2:16][N:11]([C:9]([O:8][CH2:1][C:2]4[CH:7]=[CH:6][CH:5]=[CH:4][CH:3]=4)=[O:10])[CH2:12]3)[C:24]([C:25](=[O:26])[NH2:44])=[CH:23][N:22]=2)[C:32]2[CH:31]=[CH:30][CH:29]=[CH:34][C:33]=2[N:35]=[N:36]1. The catalyst class is: 173.